The task is: Predict the reaction yield, written as a fraction of the theoretical maximum amount of product (1.0 means a 100% yield; for example, 0.34 means a 34% yield).. This data is from Reaction yield outcomes from USPTO patents with 853,638 reactions. The reactants are [CH3:1][C:2]1[N:3]([CH2:14][C:15]2[CH:16]=[N:17][CH:18]=[N:19][CH:20]=2)[C:4]2[C:9]([C:10]=1[C:11]([OH:13])=O)=[CH:8][CH:7]=[CH:6][CH:5]=2.C1C=C2N=NN(O)C2=CC=1.N.C(N(CC)CC)C.[NH2:39][CH2:40][C:41]1[C:42]([OH:49])=[N:43][C:44]([CH3:48])=[CH:45][C:46]=1[CH3:47]. The catalyst is ClCCl. The product is [CH3:47][C:46]1[CH:45]=[C:44]([CH3:48])[NH:43][C:42](=[O:49])[C:41]=1[CH2:40][NH:39][C:11]([C:10]1[C:9]2[C:4](=[CH:5][CH:6]=[CH:7][CH:8]=2)[N:3]([CH2:14][C:15]2[CH:20]=[N:19][CH:18]=[N:17][CH:16]=2)[C:2]=1[CH3:1])=[O:13]. The yield is 0.190.